Dataset: Full USPTO retrosynthesis dataset with 1.9M reactions from patents (1976-2016). Task: Predict the reactants needed to synthesize the given product. (1) Given the product [Br:1][C:2]1[CH:3]=[N:4][C:5]2[C:10]([CH:11]=1)=[C:9]([Br:12])[CH:8]=[CH:7][CH:6]=2, predict the reactants needed to synthesize it. The reactants are: [Br:1][C:2]1[CH:3]=[N:4][C:5]2[C:10]([CH:11]=1)=[CH:9][CH:8]=[CH:7][CH:6]=2.[Br:12]N1C(=O)CCC1=O.[OH-].[Na+]. (2) Given the product [NH2:9][C:7]1[CH:6]=[CH:5][C:4]([OH:11])=[C:3]([CH2:1][CH3:2])[CH:8]=1, predict the reactants needed to synthesize it. The reactants are: [CH2:1]([C:3]1[C:4](=[O:11])[CH:5]=[CH:6][C:7](=[N:9]O)[CH:8]=1)[CH3:2]. (3) The reactants are: [I:1][C:2]1[CH:12]=[N:11][C:5]2[NH:6][CH2:7][C:8](=[O:10])[NH:9][C:4]=2[CH:3]=1.Br[CH:14]([C:16]1[CH:21]=[C:20]([F:22])[C:19]([F:23])=[CH:18][C:17]=1[F:24])[CH3:15]. Given the product [I:1][C:2]1[CH:12]=[N:11][C:5]2[NH:6][CH2:7][C:8](=[O:10])[N:9]([CH:14]([C:16]3[CH:21]=[C:20]([F:22])[C:19]([F:23])=[CH:18][C:17]=3[F:24])[CH3:15])[C:4]=2[CH:3]=1, predict the reactants needed to synthesize it. (4) Given the product [N:1]1[CH:11]=[C:12]([NH2:8])[N:3]2[CH:4]=[CH:5][CH:6]=[CH:7][C:2]=12, predict the reactants needed to synthesize it. The reactants are: [NH2:1][C:2]1[CH:7]=[CH:6][CH:5]=[CH:4][N:3]=1.[NH:8]1[C:12]2C=CC=C[C:11]=2N=N1.[C-]#N.[K+].C(Cl)(=O)C. (5) Given the product [F:1][C:2]1[CH:30]=[C:29]([F:31])[CH:28]=[CH:27][C:3]=1[O:4][C:5]1[C:6]([C:15]2[C:24]3[C:19](=[CH:20][CH:21]=[CH:22][CH:23]=3)[C:18](=[O:25])[N:17]([CH3:26])[CH:16]=2)=[N:7][C:8]([NH:36][S:33]([CH3:32])(=[O:35])=[O:34])=[N:9][CH:10]=1, predict the reactants needed to synthesize it. The reactants are: [F:1][C:2]1[CH:30]=[C:29]([F:31])[CH:28]=[CH:27][C:3]=1[O:4][C:5]1[C:6]([C:15]2[C:24]3[C:19](=[CH:20][CH:21]=[CH:22][CH:23]=3)[C:18](=[O:25])[N:17]([CH3:26])[CH:16]=2)=[N:7][C:8](S(C)(=O)=O)=[N:9][CH:10]=1.[CH3:32][S:33]([NH2:36])(=[O:35])=[O:34]. (6) Given the product [F:20][C:21]([F:31])([F:30])[C:22]([C:2]1[CH:3]=[N:4][N:5]([CH2:7][CH2:8][CH2:9][CH2:10][C:11]([F:14])([F:13])[F:12])[CH:6]=1)=[O:23], predict the reactants needed to synthesize it. The reactants are: I[C:2]1[CH:3]=[N:4][N:5]([CH2:7][CH2:8][CH2:9][CH2:10][C:11]([F:14])([F:13])[F:12])[CH:6]=1.C([Mg]Cl)(C)C.[F:20][C:21]([F:31])([F:30])[C:22](N1CCCCC1)=[O:23]. (7) Given the product [Cl:11][C:12]1[CH:17]=[C:16]([N:4]2[CH:5]=[C:6]([C:7]([O:9][CH3:10])=[O:8])[C:2]([CH3:1])=[N:3]2)[CH:15]=[CH:14][CH:13]=1, predict the reactants needed to synthesize it. The reactants are: [CH3:1][C:2]1[C:6]([C:7]([O:9][CH3:10])=[O:8])=[CH:5][NH:4][N:3]=1.[Cl:11][C:12]1[CH:13]=[C:14](B(O)O)[CH:15]=[CH:16][CH:17]=1.N1C=CC=CC=1. (8) Given the product [C:3]([OH:5])([C:2]([F:7])([F:6])[F:1])=[O:4].[F:1][C:2]([F:7])([F:6])[C:3]([OH:5])=[O:4].[OH:51][C@@H:41]1[C@H:42]([OH:50])[C@@H:43]([NH:45][C:46](=[O:49])[CH2:47][CH3:48])[CH2:44][C@H:40]1[N:21]1[CH:20]=[N:19][C:18]2[C:22]1=[N:23][C:24]([N:26]1[CH2:30][CH2:29][C@@H:28]([NH:31][C:32](=[O:33])[NH:34][C@@H:35]3[CH2:39][CH2:38][N:37]([C:67]([C:68]4[CH:76]=[CH:75][C:71]([C:72]([OH:4])=[O:73])=[CH:70][CH:69]=4)=[O:77])[CH2:36]3)[CH2:27]1)=[N:25][C:17]=2[NH:16][CH2:15][CH:14]([C:52]1[CH:53]=[CH:54][CH:55]=[CH:56][CH:57]=1)[C:8]1[CH:13]=[CH:12][CH:11]=[CH:10][CH:9]=1, predict the reactants needed to synthesize it. The reactants are: [F:1][C:2]([F:7])([F:6])[C:3]([OH:5])=[O:4].[C:8]1([CH:14]([C:52]2[CH:57]=[CH:56][CH:55]=[CH:54][CH:53]=2)[CH2:15][NH:16][C:17]2[N:25]=[C:24]([N:26]3[CH2:30][CH2:29][C@@H:28]([NH:31][C:32]([NH:34][C@@H:35]4[CH2:39][CH2:38][NH:37][CH2:36]4)=[O:33])[CH2:27]3)[N:23]=[C:22]3[C:18]=2[N:19]=[CH:20][N:21]3[C@@H:40]2[CH2:44][C@H:43]([NH:45][C:46](=[O:49])[CH2:47][CH3:48])[C@@H:42]([OH:50])[C@H:41]2[OH:51])[CH:13]=[CH:12][CH:11]=[CH:10][CH:9]=1.CCN(C(C)C)C(C)C.[C:67](Cl)(=[O:77])[C:68]1[CH:76]=[CH:75][C:71]([C:72](Cl)=[O:73])=[CH:70][CH:69]=1. (9) The reactants are: [CH2:1]([O:3][C:4]1[CH:9]=[CH:8][C:7]([NH:10][CH:11]2[CH2:16][CH2:15][N:14]([C@H:17]([CH3:21])[CH2:18][C:19]#[N:20])[CH2:13][CH2:12]2)=[CH:6][CH:5]=1)[CH3:2].Cl.[C:23]([Cl:31])(=[O:30])[C:24]1[CH:29]=[CH:28][CH:27]=[N:26][CH:25]=1.CCN(C(C)C)C(C)C. Given the product [C:19]([CH2:18][C@H:17]([N:14]1[CH2:15][CH2:16][CH:11]([N:10]([C:7]2[CH:8]=[CH:9][C:4]([O:3][CH2:1][CH3:2])=[CH:5][CH:6]=2)[C:23](=[O:30])[C:24]2[CH:29]=[CH:28][CH:27]=[N:26][CH:25]=2)[CH2:12][CH2:13]1)[CH3:21])#[N:20].[CH2:23]([Cl:31])[C:24]1[CH:29]=[CH:28][CH:27]=[N:26][CH:25]=1, predict the reactants needed to synthesize it. (10) Given the product [CH3:25][O:26]/[N:27]=[C:21](/[C:18]1[N:17]=[C:16]2[N:12]([CH2:11][C:7]3[CH:6]=[C:5]4[C:10](=[CH:9][CH:8]=3)[N:1]=[CH:2][CH:3]=[CH:4]4)[N:13]=[N:14][C:15]2=[N:20][CH:19]=1)\[CH3:22], predict the reactants needed to synthesize it. The reactants are: [N:1]1[C:10]2[C:5](=[CH:6][C:7]([CH2:11][N:12]3[C:16]4=[N:17][C:18]([C:21](=O)[CH3:22])=[CH:19][N:20]=[C:15]4[N:14]=[N:13]3)=[CH:8][CH:9]=2)[CH:4]=[CH:3][CH:2]=1.Cl.[CH3:25][O:26][NH2:27].C(N(CC)CC)C.